Dataset: Catalyst prediction with 721,799 reactions and 888 catalyst types from USPTO. Task: Predict which catalyst facilitates the given reaction. (1) Reactant: [H-].[Na+].[NH:3]1[C:11]2[CH2:10][CH2:9][CH2:8][C:7](=[O:12])[C:6]=2[CH:5]=[CH:4]1.[H][H].Cl[CH2:16][CH2:17][N:18]1[CH2:23][CH2:22][N:21]([C:24]2[CH:29]=[CH:28][CH:27]=[C:26]([C:30]([F:33])([F:32])[F:31])[CH:25]=2)[CH2:20][CH2:19]1.Cl. Product: [F:33][C:30]([F:31])([F:32])[C:26]1[CH:25]=[C:24]([N:21]2[CH2:20][CH2:19][N:18]([CH2:17][CH2:16][N:3]3[C:11]4[CH2:10][CH2:9][CH2:8][C:7](=[O:12])[C:6]=4[CH:5]=[CH:4]3)[CH2:23][CH2:22]2)[CH:29]=[CH:28][CH:27]=1. The catalyst class is: 3. (2) Reactant: [NH2:1][C:2]1[CH:3]=[CH:4][CH:5]=[C:6]2[C:11]=1[CH2:10][C@H:9]([OH:12])[CH2:8][CH2:7]2.Cl.CN(C)CCCN=C=NCC.ON1C2C=CC=CC=2N=N1.[CH3:35][N:36]([C:41]1[CH:46]=[CH:45][C:44]([O:47][C:48]([F:51])([F:50])[F:49])=[CH:43][CH:42]=1)[CH2:37][C:38](O)=[O:39]. Product: [OH:12][C@H:9]1[CH2:10][C:11]2[C:2]([NH:1][C:38](=[O:39])[CH2:37][N:36]([CH3:35])[C:41]3[CH:46]=[CH:45][C:44]([O:47][C:48]([F:49])([F:50])[F:51])=[CH:43][CH:42]=3)=[CH:3][CH:4]=[CH:5][C:6]=2[CH2:7][CH2:8]1. The catalyst class is: 44. (3) Reactant: [C:1]([O:4][CH2:5][C:6]1[CH2:13][S:12][C@@H:11]2[N:8]([C:9](=[O:29])[C@H:10]2[N:14]([CH2:22][C:23]2[CH:28]=[CH:27][CH:26]=[CH:25][N:24]=2)[CH2:15][C:16]2[CH:21]=[CH:20][CH:19]=[CH:18][N:17]=2)[C:7]=1[C:30]([O:32]C)=[O:31])(=[O:3])[CH3:2].O.[OH-].[Li+].Cl. Product: [C:1]([O:4][CH2:5][C:6]1[CH2:13][S:12][C@@H:11]2[N:8]([C:9](=[O:29])[C@H:10]2[N:14]([CH2:22][C:23]2[CH:28]=[CH:27][CH:26]=[CH:25][N:24]=2)[CH2:15][C:16]2[CH:21]=[CH:20][CH:19]=[CH:18][N:17]=2)[C:7]=1[C:30]([OH:32])=[O:31])(=[O:3])[CH3:2]. The catalyst class is: 1. (4) Reactant: [NH:1]1[C:9]2[C:4](=[CH:5][CH:6]=[CH:7][CH:8]=2)[C:3](/[CH:10]=[CH:11]/[C:12]2[CH:25]=[CH:24][C:15]([C:16]([N:18]3[CH2:23][CH2:22][NH:21][CH2:20][CH2:19]3)=[O:17])=[CH:14][CH:13]=2)=[N:2]1.C(OC([N:33]1[CH2:37][CH2:36][C@H:35]([C:38](O)=[O:39])[CH2:34]1)=O)(C)(C)C.O.ON1C2C=CC=CC=2N=N1.[ClH:52].C(N=C=NCCCN(C)C)C.CN1CCOCC1.Cl.CO. Product: [ClH:52].[ClH:52].[NH:1]1[C:9]2[C:4](=[CH:5][CH:6]=[CH:7][CH:8]=2)[C:3](/[CH:10]=[CH:11]/[C:12]2[CH:13]=[CH:14][C:15]([C:16]([N:18]3[CH2:23][CH2:22][N:21]([C:38]([C@H:35]4[CH2:36][CH2:37][NH:33][CH2:34]4)=[O:39])[CH2:20][CH2:19]3)=[O:17])=[CH:24][CH:25]=2)=[N:2]1. The catalyst class is: 5. (5) Reactant: P(Cl)(Cl)(Cl)=O.CN(C)[CH:8]=[O:9].[CH3:11][C:12]1[CH:13]=[C:14]([C:23]([O:25][CH3:26])=[O:24])[N:15]([CH2:18][C@H:19]2[CH2:21][C@@H:20]2[CH3:22])[C:16]=1[CH3:17].C(=O)([O-])O.[Na+]. Product: [CH:8]([C:13]1[C:12]([CH3:11])=[C:16]([CH3:17])[N:15]([CH2:18][C@H:19]2[CH2:21][C@@H:20]2[CH3:22])[C:14]=1[C:23]([O:25][CH3:26])=[O:24])=[O:9]. The catalyst class is: 93. (6) Reactant: [C:1]1(=[O:9])[CH2:8][CH2:7][CH2:6][CH2:5][CH2:4][CH2:3][CH2:2]1.[CH2:10]([Mg]Br)[CH3:11].C(=O)(O)[O-].[Na+]. Product: [CH2:10]([C:1]1([OH:9])[CH2:8][CH2:7][CH2:6][CH2:5][CH2:4][CH2:3][CH2:2]1)[CH3:11]. The catalyst class is: 7.